Predict which catalyst facilitates the given reaction. From a dataset of Catalyst prediction with 721,799 reactions and 888 catalyst types from USPTO. (1) Reactant: [CH2:1]([O:3][C:4]1[CH:5]=[C:6]([CH:10]=[CH:11][C:12]=1[NH:13][C:14]1[N:24]=[C:23]2[C:17]([N:18]([CH3:29])[C:19](=[O:28])[CH2:20][CH2:21][N:22]2[CH:25]([CH3:27])[CH3:26])=[CH:16][N:15]=1)[C:7](O)=[O:8])[CH3:2].CN(C(ON1N=NC2C=CC=NC1=2)=[N+](C)C)C.F[P-](F)(F)(F)(F)F.[NH2:54][CH:55]1[CH2:60][CH2:59][N:58]([CH3:61])[CH2:57][CH2:56]1.C(N(C(C)C)CC)(C)C. Product: [CH2:1]([O:3][C:4]1[CH:5]=[C:6]([CH:10]=[CH:11][C:12]=1[NH:13][C:14]1[N:24]=[C:23]2[C:17]([N:18]([CH3:29])[C:19](=[O:28])[CH2:20][CH2:21][N:22]2[CH:25]([CH3:26])[CH3:27])=[CH:16][N:15]=1)[C:7]([NH:54][CH:55]1[CH2:60][CH2:59][N:58]([CH3:61])[CH2:57][CH2:56]1)=[O:8])[CH3:2]. The catalyst class is: 3. (2) Reactant: [Cl:1][C:2]1[N:7]=[CH:6][C:5]([NH2:8])=[CH:4][CH:3]=1.[N:9]([O-])=O.[Na+].O.O.[Sn](Cl)(Cl)(Cl)Cl. Product: [ClH:1].[Cl:1][C:2]1[N:7]=[CH:6][C:5]([NH:8][NH2:9])=[CH:4][CH:3]=1. The catalyst class is: 126. (3) Reactant: [C:1]1([N:7]2[C:11]3[CH:12]=[CH:13][CH:14]=[CH:15][C:10]=3[N:9]=[C:8]2[CH2:16][N:17]2[C:21]3=[N:22][CH:23]=[N:24][C:25]([NH2:26])=[C:20]3[C:19]([C:27]3[C:35]4[C:30](=[CH:31][CH:32]=[CH:33][CH:34]=4)[N:29](S(C4C=CC(C)=CC=4)(=O)=O)[CH:28]=3)=[N:18]2)[CH:6]=[CH:5][CH:4]=[CH:3][CH:2]=1.[OH-].[Na+]. Product: [NH:29]1[C:30]2[C:35](=[CH:34][CH:33]=[CH:32][CH:31]=2)[C:27]([C:19]2[C:20]3[C:21](=[N:22][CH:23]=[N:24][C:25]=3[NH2:26])[N:17]([CH2:16][C:8]3[N:7]([C:1]4[CH:2]=[CH:3][CH:4]=[CH:5][CH:6]=4)[C:11]4[CH:12]=[CH:13][CH:14]=[CH:15][C:10]=4[N:9]=3)[N:18]=2)=[CH:28]1. The catalyst class is: 14. (4) Reactant: [C:1](Cl)(Cl)=[O:2].[NH2:5][C:6]1[CH:7]=[CH:8][C:9]([S:55]([C:58]([CH3:61])([CH3:60])[CH3:59])(=[O:57])=[O:56])=[C:10]([CH2:12][N:13]([CH3:54])[C:14]([CH:16]([NH:28][C:29]2[CH:30]=[C:31]3[C:36](=[CH:37][CH:38]=2)[C:35]([N:39]([C:47]([O:49][C:50]([CH3:53])([CH3:52])[CH3:51])=[O:48])[C:40](=[O:46])[O:41][C:42]([CH3:45])([CH3:44])[CH3:43])=[N:34][CH:33]=[CH:32]3)[C:17]2[CH:22]=[CH:21][C:20]([C@@H:23]([CH3:26])[CH2:24][OH:25])=[C:19]([CH3:27])[CH:18]=2)=[O:15])[CH:11]=1. Product: [C:42]([O:41][C:40]([N:39]([C:35]1[C:36]2[C:31](=[CH:30][C:29]([NH:28][CH:16]3[C:14](=[O:15])[N:13]([CH3:54])[CH2:12][C:10]4[CH:11]=[C:6]([CH:7]=[CH:8][C:9]=4[S:55]([C:58]([CH3:61])([CH3:60])[CH3:59])(=[O:57])=[O:56])[NH:5][C:1](=[O:2])[O:25][CH2:24][C@H:23]([CH3:26])[C:20]4[CH:21]=[CH:22][C:17]3=[CH:18][C:19]=4[CH3:27])=[CH:38][CH:37]=2)[CH:32]=[CH:33][N:34]=1)[C:47](=[O:48])[O:49][C:50]([CH3:52])([CH3:53])[CH3:51])=[O:46])([CH3:43])([CH3:44])[CH3:45]. The catalyst class is: 291. (5) Reactant: C([N:4]1[CH2:16][C:14]2=[C:15]3[C:10](=[CH:11][CH:12]=[CH:13]2)[C@@H:9]2[CH2:17][CH2:18][CH2:19][C@@H:8]2[N:7]3[CH2:6][CH2:5]1)(=O)C.[OH-].[Na+]. Product: [CH2:6]1[N:7]2[C:15]3[C:10]([C@@H:9]4[CH2:17][CH2:18][CH2:19][C@@H:8]42)=[CH:11][CH:12]=[CH:13][C:14]=3[CH2:16][NH:4][CH2:5]1. The catalyst class is: 5. (6) Reactant: C(=O)([O-])[O-].[K+].[K+].[Br:7][C:8]1[CH:9]=[C:10]2[C:15](=[CH:16][CH:17]=1)[N:14]=[C:13]([O:18][CH3:19])[C:12]1[C:20]([CH3:32])([O:27][CH2:28][CH:29]3[CH2:31][O:30]3)[C:21]3[C:26]([C:11]2=1)=[CH:25][CH:24]=[CH:23][CH:22]=3.[F:33][C:34]([F:47])([F:46])[C:35]1[CH:40]=[CH:39][C:38]([C:41]2[CH:45]=[CH:44][NH:43][N:42]=2)=[CH:37][CH:36]=1. Product: [Br:7][C:8]1[CH:9]=[C:10]2[C:15](=[CH:16][CH:17]=1)[N:14]=[C:13]([O:18][CH3:19])[C:12]1[C:20]([CH3:32])([O:27][CH2:28][CH:29]([OH:30])[CH2:31][N:43]3[CH:44]=[CH:45][C:41]([C:38]4[CH:37]=[CH:36][C:35]([C:34]([F:33])([F:46])[F:47])=[CH:40][CH:39]=4)=[N:42]3)[C:21]3[C:26]([C:11]2=1)=[CH:25][CH:24]=[CH:23][CH:22]=3. The catalyst class is: 9. (7) Reactant: C(OC([NH:8][CH2:9][CH2:10][CH2:11][CH2:12][CH2:13][CH2:14][O:15][C:16]1[C:39]([O:40][CH3:41])=[CH:38][C:19]2[C:20]3[N:25]([CH:26]([C:28]([CH3:31])([CH3:30])[CH3:29])[CH2:27][C:18]=2[CH:17]=1)[CH:24]=[C:23]([C:32]([O:34]CC)=[O:33])[C:22](=[O:37])[CH:21]=3)=O)(C)(C)C.O[Li].O.Cl.C([O-])(O)=O.[Na+]. Product: [NH2:8][CH2:9][CH2:10][CH2:11][CH2:12][CH2:13][CH2:14][O:15][C:16]1[C:39]([O:40][CH3:41])=[CH:38][C:19]2[C:20]3[N:25]([CH:26]([C:28]([CH3:29])([CH3:30])[CH3:31])[CH2:27][C:18]=2[CH:17]=1)[CH:24]=[C:23]([C:32]([OH:34])=[O:33])[C:22](=[O:37])[CH:21]=3. The catalyst class is: 72.